This data is from Full USPTO retrosynthesis dataset with 1.9M reactions from patents (1976-2016). The task is: Predict the reactants needed to synthesize the given product. (1) The reactants are: [CH2:1]([NH:8][CH2:9][CH2:10][C:11]1[CH:16]=[CH:15][C:14]([S:17]([C:20]2[CH:25]=[CH:24][C:23]([O:26][CH3:27])=[CH:22][CH:21]=2)(=[O:19])=[O:18])=[CH:13][CH:12]=1)[C:2]1[CH:7]=[CH:6][CH:5]=[CH:4][CH:3]=1.[F:28][C:29]1[CH:39]=[CH:38][C:32]([O:33][CH2:34][C@@H:35]2[CH2:37][O:36]2)=[CH:31][CH:30]=1. Given the product [CH2:1]([N:8]([CH2:37][C@H:35]([OH:36])[CH2:34][O:33][C:32]1[CH:38]=[CH:39][C:29]([F:28])=[CH:30][CH:31]=1)[CH2:9][CH2:10][C:11]1[CH:16]=[CH:15][C:14]([S:17]([C:20]2[CH:25]=[CH:24][C:23]([O:26][CH3:27])=[CH:22][CH:21]=2)(=[O:19])=[O:18])=[CH:13][CH:12]=1)[C:2]1[CH:7]=[CH:6][CH:5]=[CH:4][CH:3]=1, predict the reactants needed to synthesize it. (2) Given the product [Br:1][C:2]1[CH:3]=[C:4]2[C:9](=[CH:10][CH:11]=1)[C:8](=[O:12])[N:7]([CH2:13][C:14]1[CH:15]=[CH:16][C:17]([S:20]([CH2:23][CH3:42])(=[O:21])=[O:22])=[CH:18][CH:19]=1)[C:6]([CH:24]([OH:25])[CH2:32][C:33]1[CH:38]=[CH:37][CH:36]=[CH:35][CH:34]=1)=[C:5]2[C:26]1[CH:27]=[CH:28][CH:29]=[CH:30][CH:31]=1, predict the reactants needed to synthesize it. The reactants are: [Br:1][C:2]1[CH:3]=[C:4]2[C:9](=[CH:10][CH:11]=1)[C:8](=[O:12])[N:7]([CH2:13][C:14]1[CH:19]=[CH:18][C:17]([S:20]([CH3:23])(=[O:22])=[O:21])=[CH:16][CH:15]=1)[C:6]([CH:24]=[O:25])=[C:5]2[C:26]1[CH:31]=[CH:30][CH:29]=[CH:28][CH:27]=1.[CH2:32]([Mg]Cl)[C:33]1[CH:38]=[CH:37][CH:36]=[CH:35][CH:34]=1.O.[CH2:42]1COCC1. (3) Given the product [CH2:1]([C:8]1[C:13](=[O:14])[N:12]2[CH2:15][CH2:16][S:17][C:11]2=[N:10][C:9]=1[CH:18]([OH:19])[CH2:20][CH3:21])[C:2]1[CH:7]=[CH:6][CH:5]=[CH:4][CH:3]=1, predict the reactants needed to synthesize it. The reactants are: [CH2:1]([C:8]1[C:13](=[O:14])[N:12]2[CH2:15][CH2:16][S:17][C:11]2=[N:10][C:9]=1[CH:18]=[O:19])[C:2]1[CH:7]=[CH:6][CH:5]=[CH:4][CH:3]=1.[CH2:20]([Mg]Br)[CH3:21]. (4) Given the product [F:19][C:16]1[CH:15]=[CH:14][C:13]([N:12]2[C:8]([C:6]3[CH:5]=[CH:4][C:3]4[O:24][C:30](=[O:31])[NH:1][C:2]=4[CH:7]=3)=[CH:9][C:10]([C:20]([F:23])([F:22])[F:21])=[N:11]2)=[CH:18][CH:17]=1, predict the reactants needed to synthesize it. The reactants are: [NH2:1][C:2]1[CH:7]=[C:6]([C:8]2[N:12]([C:13]3[CH:18]=[CH:17][C:16]([F:19])=[CH:15][CH:14]=3)[N:11]=[C:10]([C:20]([F:23])([F:22])[F:21])[CH:9]=2)[CH:5]=[CH:4][C:3]=1[OH:24].C1N=CN([C:30](N2C=NC=C2)=[O:31])C=1.O. (5) Given the product [CH:1]1([NH:11][C:12]([N:14]2[C:22](=[O:23])[C:21]3[C:16](=[N:17][C:18]([Cl:25])=[CH:19][C:20]=3[CH3:24])[N:15]2[CH3:29])=[O:13])[C:10]2[C:5](=[CH:6][CH:7]=[CH:8][CH:9]=2)[CH2:4][CH2:3][CH2:2]1, predict the reactants needed to synthesize it. The reactants are: [CH:1]1([NH:11][C:12]([N:14]2[C:22](=[O:23])[C:21]3[C:16](=[N:17][C:18]([Cl:25])=[CH:19][C:20]=3[CH3:24])[NH:15]2)=[O:13])[C:10]2[C:5](=[CH:6][CH:7]=[CH:8][CH:9]=2)[CH2:4][CH2:3][CH2:2]1.IC.N1[CH2:29]CCN2CCCCCC=12. (6) Given the product [C:1]([O:5][C:6]([N:8]1[C@@H:12]([C:13](=[O:25])[N:14]([CH2:31][CH3:32])[C:15]2[CH:16]=[N:17][C:18]([C:21]([F:23])([F:24])[F:22])=[CH:19][CH:20]=2)[CH2:11][O:10][C:9]1([CH3:27])[CH3:26])=[O:7])([CH3:4])([CH3:2])[CH3:3], predict the reactants needed to synthesize it. The reactants are: [C:1]([O:5][C:6]([N:8]1[C@@H:12]([C:13](=[O:25])[NH:14][C:15]2[CH:16]=[N:17][C:18]([C:21]([F:24])([F:23])[F:22])=[CH:19][CH:20]=2)[CH2:11][O:10][C:9]1([CH3:27])[CH3:26])=[O:7])([CH3:4])([CH3:3])[CH3:2].[H-].[Na+].I[CH2:31][CH3:32].O.